Dataset: Forward reaction prediction with 1.9M reactions from USPTO patents (1976-2016). Task: Predict the product of the given reaction. (1) The product is: [NH2:9][C:6]1[C:5]([C:12]2[CH:17]=[CH:16][CH:15]=[C:14]([F:18])[CH:13]=2)=[C:4]([C:19](=[O:21])[CH3:20])[CH:3]=[C:2]([Cl:1])[C:7]=1[CH3:8]. Given the reactants [Cl:1][C:2]1[C:7]([CH3:8])=[C:6]([N+:9]([O-])=O)[C:5]([C:12]2[CH:17]=[CH:16][CH:15]=[C:14]([F:18])[CH:13]=2)=[C:4]([C:19](=[O:21])[CH3:20])[CH:3]=1.[H][H], predict the reaction product. (2) Given the reactants [CH3:1][N:2]1[CH2:7][CH2:6][N:5]([CH3:8])[C:4](=[O:9])[C@H:3]1[C:10]1[CH:15]=[CH:14][C:13]([NH:16][C:17]2[C:18](=[O:43])[N:19]([CH3:42])[CH:20]=[C:21]([C:23]3[C:24]([CH3:41])=[C:25]([NH:29][C:30]([C:32]4[S:36][C:35]5[CH2:37][CH2:38][CH2:39][CH2:40][C:34]=5[CH:33]=4)=[O:31])[CH:26]=[CH:27][CH:28]=3)[N:22]=2)=[CH:12][CH:11]=1, predict the reaction product. The product is: [CH3:1][N:2]1[CH2:7][CH2:6][N:5]([CH3:8])[C:4](=[O:9])[C@@H:3]1[C:10]1[CH:11]=[CH:12][C:13]([NH:16][C:17]2[C:18](=[O:43])[N:19]([CH3:42])[CH:20]=[C:21]([C:23]3[C:24]([CH3:41])=[C:25]([NH:29][C:30]([C:32]4[S:36][C:35]5[CH2:37][CH2:38][CH2:39][CH2:40][C:34]=5[CH:33]=4)=[O:31])[CH:26]=[CH:27][CH:28]=3)[N:22]=2)=[CH:14][CH:15]=1.